From a dataset of Forward reaction prediction with 1.9M reactions from USPTO patents (1976-2016). Predict the product of the given reaction. (1) Given the reactants [CH2:1]([N:8]([CH2:14][C:15]1[CH:20]=[C:19]([C:21]#[N:22])[CH:18]=[CH:17][C:16]=1B1OC(C)(C)C(C)(C)O1)[C:9]([CH:11]1[CH2:13][CH2:12]1)=[O:10])[C:2]1[CH:7]=[CH:6][CH:5]=[CH:4][CH:3]=1.[CH2:32]([O:34][C:35](=[O:44])[CH2:36][C:37]1[CH:38]=[N:39][CH:40]=[C:41](Br)[CH:42]=1)[CH3:33].C(=O)([O-])[O-].[K+].[K+], predict the reaction product. The product is: [CH2:32]([O:34][C:35](=[O:44])[CH2:36][C:37]1[CH:38]=[N:39][CH:40]=[C:41]([C:16]2[CH:17]=[CH:18][C:19]([C:21]#[N:22])=[CH:20][C:15]=2[CH2:14][N:8]([CH2:1][C:2]2[CH:3]=[CH:4][CH:5]=[CH:6][CH:7]=2)[C:9]([CH:11]2[CH2:12][CH2:13]2)=[O:10])[CH:42]=1)[CH3:33]. (2) Given the reactants [C:1]([C:5]1[CH:39]=[CH:38][CH:37]=[CH:36][C:6]=1[O:7][C:8]1[CH:13]=[CH:12][C:11]([C:14]2[CH:19]=[CH:18][C:17]([O:20]C)=[C:16]([C:22]([OH:24])=[O:23])[CH:15]=2)=[CH:10][C:9]=1[NH:25][C:26]([NH:28][C:29]1[CH:34]=[CH:33][C:32]([CH3:35])=[CH:31][CH:30]=1)=[O:27])([CH3:4])([CH3:3])[CH3:2].B(Br)(Br)Br, predict the reaction product. The product is: [C:1]([C:5]1[CH:39]=[CH:38][CH:37]=[CH:36][C:6]=1[O:7][C:8]1[CH:13]=[CH:12][C:11]([C:14]2[CH:19]=[CH:18][C:17]([OH:20])=[C:16]([C:22]([OH:24])=[O:23])[CH:15]=2)=[CH:10][C:9]=1[NH:25][C:26]([NH:28][C:29]1[CH:30]=[CH:31][C:32]([CH3:35])=[CH:33][CH:34]=1)=[O:27])([CH3:4])([CH3:2])[CH3:3]. (3) Given the reactants [NH2:1][C@H:2]1[CH2:7][CH2:6][CH2:5][N:4]([CH:8]2[CH2:13][CH2:12][N:11]([C:14]([O:16][C:17]([CH3:20])([CH3:19])[CH3:18])=[O:15])[CH2:10][CH2:9]2)[C:3]1=[O:21].Br[C:23]1[CH:28]=[CH:27][C:26]([S:29]([CH3:32])(=[O:31])=[O:30])=[CH:25][C:24]=1[F:33].CC([O-])(C)C.[Na+], predict the reaction product. The product is: [F:33][C:24]1[CH:25]=[C:26]([S:29]([CH3:32])(=[O:31])=[O:30])[CH:27]=[CH:28][C:23]=1[NH:1][CH:2]1[CH2:7][CH2:6][CH2:5][N:4]([CH:8]2[CH2:9][CH2:10][N:11]([C:14]([O:16][C:17]([CH3:18])([CH3:20])[CH3:19])=[O:15])[CH2:12][CH2:13]2)[C:3]1=[O:21]. (4) Given the reactants [CH3:1][C:2]1[N:3]=[CH:4][C:5]([CH:8]=O)=[N:6][CH:7]=1.[CH3:10][C:11]([S@@:14]([NH2:16])=[O:15])([CH3:13])[CH3:12], predict the reaction product. The product is: [CH3:1][C:2]1[N:3]=[CH:4][C:5](/[CH:8]=[N:16]/[S:14]([C:11]([CH3:13])([CH3:12])[CH3:10])=[O:15])=[N:6][CH:7]=1. (5) The product is: [C:22]([O:13][C:12]1[C:11]([CH3:14])=[CH:10][C:5]([C:6]([O:8][CH3:9])=[O:7])=[CH:4][C:3]=1[CH:1]=[O:2])(=[O:29])[C:23]1[CH:28]=[CH:27][CH:26]=[CH:25][CH:24]=1. Given the reactants [CH:1]([C:3]1[CH:4]=[C:5]([CH:10]=[C:11]([CH3:14])[C:12]=1[OH:13])[C:6]([O:8][CH3:9])=[O:7])=[O:2].C(N(CC)CC)C.[C:22](Cl)(=[O:29])[C:23]1[CH:28]=[CH:27][CH:26]=[CH:25][CH:24]=1, predict the reaction product. (6) Given the reactants [F:1][C:2]1[CH:3]=[CH:4][C:5]([CH2:8][NH2:9])=[N:6][CH:7]=1.[CH:10](O)=[O:11].[OH-].[NH4+], predict the reaction product. The product is: [F:1][C:2]1[CH:3]=[CH:4][C:5]([CH2:8][NH:9][CH:10]=[O:11])=[N:6][CH:7]=1. (7) Given the reactants [NH:1]1[C:9]2[C:4](=[CH:5][CH:6]=[CH:7][CH:8]=2)[C:3]2([C:13]3=[CH:14][C:15]4[O:19][CH2:18][O:17][C:16]=4[CH:20]=[C:12]3[O:11][CH2:10]2)[C:2]1=[O:21].CC1(C)COC2=CC3OC[C:32]4([C:42]=3[CH:43]=C12)[C:40]1[C:35](=CC=CC=1)NC4=O.BrCC1CC1C.BrCC1OC(C(F)(F)F)=CC=1, predict the reaction product. The product is: [CH3:35][CH:40]1[CH2:32][CH:42]1[CH2:43][N:1]1[C:9]2[C:4](=[CH:5][CH:6]=[CH:7][CH:8]=2)[C:3]2([C:13]3=[CH:14][C:15]4[O:19][CH2:18][O:17][C:16]=4[CH:20]=[C:12]3[O:11][CH2:10]2)[C:2]1=[O:21].